The task is: Predict the reaction yield, written as a fraction of the theoretical maximum amount of product (1.0 means a 100% yield; for example, 0.34 means a 34% yield).. This data is from Reaction yield outcomes from USPTO patents with 853,638 reactions. The reactants are C(O)(C(F)(F)F)=O.[C:8]1([C@@H:14]2[NH:23][C:22]3[CH:24]=[CH:25][CH:26]=[CH:27][C:21]=3[C@H:20]3[C@@H:15]2[CH2:16][CH2:17][CH2:18][N:19]3C(OC(C)(C)C)=O)[CH:13]=[CH:12][CH:11]=[CH:10][CH:9]=1.[OH-].[Na+].[C:37]([O:41][C:42]([NH:44][C@@H:45]1[CH2:50][CH2:49][CH2:48][CH2:47][C@@H:46]1[C:51](O)=[O:52])=[O:43])([CH3:40])([CH3:39])[CH3:38].C(N(CC)CC)C.CCOC(OC(OCC)=O)=O. The catalyst is O. The product is [C:8]1([C@@H:14]2[NH:23][C:22]3[CH:24]=[CH:25][CH:26]=[CH:27][C:21]=3[C@H:20]3[C@@H:15]2[CH2:16][CH2:17][CH2:18][N:19]3[C:51]([C@H:46]2[CH2:47][CH2:48][CH2:49][CH2:50][C@H:45]2[NH:44][C:42](=[O:43])[O:41][C:37]([CH3:39])([CH3:38])[CH3:40])=[O:52])[CH:13]=[CH:12][CH:11]=[CH:10][CH:9]=1. The yield is 0.260.